This data is from Full USPTO retrosynthesis dataset with 1.9M reactions from patents (1976-2016). The task is: Predict the reactants needed to synthesize the given product. (1) Given the product [C:16]1([CH:2]2[S:28][C:24]3=[N:25][N:26]=[CH:27][N:23]3[N:22]=[C:3]2[C:5]2[CH:6]=[CH:7][C:8]3[O:13][CH2:12][C:11](=[O:14])[NH:10][C:9]=3[CH:15]=2)[CH:21]=[CH:20][CH:19]=[CH:18][CH:17]=1, predict the reactants needed to synthesize it. The reactants are: Br[CH:2]([C:16]1[CH:21]=[CH:20][CH:19]=[CH:18][CH:17]=1)[C:3]([C:5]1[CH:6]=[CH:7][C:8]2[O:13][CH2:12][C:11](=[O:14])[NH:10][C:9]=2[CH:15]=1)=O.[NH2:22][N:23]1[CH:27]=[N:26][N:25]=[C:24]1[SH:28]. (2) Given the product [CH:29]1([O:28][C:22]2[CH:21]=[C:20]([C:12]3[NH:11][C:10]([CH2:9][OH:8])=[C:14]([C:15]([O:17][CH2:18][CH3:19])=[O:16])[CH:13]=3)[CH:25]=[CH:24][C:23]=2[O:26][CH3:27])[CH2:30][CH2:31][CH2:32][CH2:33]1, predict the reactants needed to synthesize it. The reactants are: C([O:8][CH2:9][C:10]1[NH:11][C:12]([C:20]2[CH:25]=[CH:24][C:23]([O:26][CH3:27])=[C:22]([O:28][CH:29]3[CH2:33][CH2:32][CH2:31][CH2:30]3)[CH:21]=2)=[CH:13][C:14]=1[C:15]([O:17][CH2:18][CH3:19])=[O:16])C1C=CC=CC=1.[H][H]. (3) Given the product [Cl:1][C:2]1[CH:7]=[CH:6][CH:5]=[C:4]([Cl:8])[C:3]=1[C:14](=[O:20])[C:15]([O:17][CH2:18][CH3:19])=[O:16], predict the reactants needed to synthesize it. The reactants are: [Cl:1][C:2]1[CH:7]=[CH:6][CH:5]=[C:4]([Cl:8])[CH:3]=1.[Li]CCCC.[C:14](OCC)(=[O:20])[C:15]([O:17][CH2:18][CH3:19])=[O:16]. (4) Given the product [F:38][C:37]([F:40])([F:39])[S:34]([O:13][C:14]1[CH2:19][CH2:18][N:17]([C:20]([O:22][C:23]([CH3:26])([CH3:25])[CH3:24])=[O:21])[CH2:16][CH:15]=1)(=[O:36])=[O:35], predict the reactants needed to synthesize it. The reactants are: C(NC(C)C)(C)C.C([Li])CCC.[O:13]=[C:14]1[CH2:19][CH2:18][N:17]([C:20]([O:22][C:23]([CH3:26])([CH3:25])[CH3:24])=[O:21])[CH2:16][CH2:15]1.C1(N[S:34]([C:37]([F:40])([F:39])[F:38])(=[O:36])=[O:35])C=CC=CC=1.